This data is from Catalyst prediction with 721,799 reactions and 888 catalyst types from USPTO. The task is: Predict which catalyst facilitates the given reaction. (1) Reactant: [NH2:1][C:2]1[C:11]2[C:6](=[CH:7][CH:8]=[CH:9][CH:10]=2)[CH:5]=[CH:4][C:3]=1[SH:12].[CH3:13][C:14]1([C:20](Cl)=[O:21])[CH2:19][CH2:18][CH2:17][CH2:16][CH2:15]1. Product: [CH3:13][C:14]1([C:20]([NH:1][C:2]2[C:11]3[C:6](=[CH:7][CH:8]=[CH:9][CH:10]=3)[CH:5]=[CH:4][C:3]=2[S:12][C:20]([C:14]2([CH3:13])[CH2:19][CH2:18][CH2:17][CH2:16][CH2:15]2)=[O:21])=[O:21])[CH2:19][CH2:18][CH2:17][CH2:16][CH2:15]1. The catalyst class is: 17. (2) Reactant: [CH3:1][N:2]1[CH2:7][CH2:6][N:5]([C:8]2[CH:13]=[C:12](O)[C:11]([N+:15]([O-:17])=[O:16])=[CH:10][N:9]=2)[CH2:4][CH2:3]1.O(Br)[Br:19].[P]. Product: [Br:19][C:12]1[C:11]([N+:15]([O-:17])=[O:16])=[CH:10][N:9]=[C:8]([N:5]2[CH2:6][CH2:7][N:2]([CH3:1])[CH2:3][CH2:4]2)[CH:13]=1. The catalyst class is: 9. (3) Product: [C:5]1([C:4]([N:11]2[CH2:16][CH2:15][NH:14][CH2:13][CH2:12]2)=[C:3]([C:1]#[N:2])[C:24]#[N:25])[CH:10]=[CH:9][CH:8]=[CH:7][CH:6]=1. The catalyst class is: 137. Reactant: [C:1]([C:3]([C:24]#[N:25])=[C:4]([N:11]1[CH2:16][CH2:15][N:14](C(OC(C)(C)C)=O)[CH2:13][CH2:12]1)[C:5]1[CH:10]=[CH:9][CH:8]=[CH:7][CH:6]=1)#[N:2]. (4) Reactant: [C:1]1([CH3:32])[CH:6]=[CH:5][C:4]([S:7]([NH:10][C:11]2[CH:12]=[C:13]([C:17]3[O:21][C:20]([C:22]4[CH:31]=[CH:30][C:25]([C:26]([O:28]C)=[O:27])=[CH:24][CH:23]=4)=[N:19][N:18]=3)[CH:14]=[CH:15][CH:16]=2)(=[O:9])=[O:8])=[CH:3][CH:2]=1.[OH-].[Na+]. Product: [C:1]1([CH3:32])[CH:2]=[CH:3][C:4]([S:7]([NH:10][C:11]2[CH:12]=[C:13]([C:17]3[O:21][C:20]([C:22]4[CH:23]=[CH:24][C:25]([C:26]([OH:28])=[O:27])=[CH:30][CH:31]=4)=[N:19][N:18]=3)[CH:14]=[CH:15][CH:16]=2)(=[O:8])=[O:9])=[CH:5][CH:6]=1. The catalyst class is: 1. (5) Reactant: [C:1]([C:4]1[CH:11]=[CH:10][C:7]([CH:8]=[O:9])=[CH:6][CH:5]=1)([OH:3])=O.CN(C(ON1N=NC2C=CC=NC1=2)=[N+](C)C)C.F[P-](F)(F)(F)(F)F.[NH2:36][CH2:37][CH2:38][N:39]1[CH2:44][CH2:43][CH:42]([O:45][C:46](=[O:60])[NH:47][C:48]2[CH:53]=[CH:52][CH:51]=[CH:50][C:49]=2[C:54]2[CH:59]=[CH:58][CH:57]=[CH:56][CH:55]=2)[CH2:41][CH2:40]1.CCN(C(C)C)C(C)C. Product: [CH:8]([C:7]1[CH:10]=[CH:11][C:4]([C:1]([NH:36][CH2:37][CH2:38][N:39]2[CH2:44][CH2:43][CH:42]([O:45][C:46](=[O:60])[NH:47][C:48]3[CH:53]=[CH:52][CH:51]=[CH:50][C:49]=3[C:54]3[CH:59]=[CH:58][CH:57]=[CH:56][CH:55]=3)[CH2:41][CH2:40]2)=[O:3])=[CH:5][CH:6]=1)=[O:9]. The catalyst class is: 2.